Task: Regression/Classification. Given a drug SMILES string, predict its absorption, distribution, metabolism, or excretion properties. Task type varies by dataset: regression for continuous measurements (e.g., permeability, clearance, half-life) or binary classification for categorical outcomes (e.g., BBB penetration, CYP inhibition). For this dataset (lipophilicity_astrazeneca), we predict Y.. Dataset: Experimental lipophilicity measurements (octanol/water distribution) for 4,200 compounds from AstraZeneca (1) The drug is COc1c(N2CCNC(C)C2)c(F)cc2c(=O)c(C(=O)O)cn(C3CC3)c12. The Y is -0.820 logD. (2) The drug is O=C(Nc1ccc(Cl)c(Cl)c1)N1CCN(C[C@@H]2CCCN(C3CC3)C2)CC1. The Y is 3.57 logD.